Dataset: Full USPTO retrosynthesis dataset with 1.9M reactions from patents (1976-2016). Task: Predict the reactants needed to synthesize the given product. (1) Given the product [CH3:14][N:6]1[C:7]2[C:12](=[CH:11][CH:10]=[CH:9][CH:8]=2)[CH:13]=[C:5]1[CH2:3][NH:2][CH3:1], predict the reactants needed to synthesize it. The reactants are: [CH3:1][NH:2][C:3]([C:5]1[N:6]([CH3:14])[C:7]2[C:12]([CH:13]=1)=[CH:11][CH:10]=[CH:9][CH:8]=2)=O.[H-].[H-].[H-].[H-].[Li+].[Al+3]. (2) Given the product [ClH:39].[CH2:1]([O:8][C:9]1[C:10]([NH:20][C:21]2[S:22][CH:23]=[C:24]([CH3:26])[N:25]=2)=[N:11][CH:12]=[C:13]([CH2:15][CH2:16][CH2:17][CH2:18][CH3:19])[CH:14]=1)[C:2]1[CH:3]=[CH:4][CH:5]=[CH:6][CH:7]=1, predict the reactants needed to synthesize it. The reactants are: [CH2:1]([O:8][C:9]1[C:10]([NH:20][C:21]2[S:22][CH:23]=[C:24]([CH3:26])[N:25]=2)=[N:11][CH:12]=[C:13]([CH:15]=[CH:16][CH2:17][CH2:18][CH3:19])[CH:14]=1)[C:2]1[CH:7]=[CH:6][CH:5]=[CH:4][CH:3]=1.CC1C=CC(S(NN)(=O)=O)=CC=1.[ClH:39]. (3) Given the product [CH2:1]([O:3][C:4](=[O:30])[CH:5]([C:6]1[N:7]([CH3:29])[C:8]2[C:13]([C:14]=1[S:15][C:16]([CH3:19])([CH3:18])[CH3:17])=[CH:12][C:11]([O:20][CH2:21][C:22]1[CH:27]=[N:26][C:25]([CH3:28])=[CH:24][N:23]=1)=[CH:10][CH:9]=2)[CH2:32][C:33]1[CH:34]=[CH:35][C:36]([C:39]2[N:40]=[CH:41][C:42]([F:45])=[CH:43][N:44]=2)=[CH:37][CH:38]=1)[CH3:2], predict the reactants needed to synthesize it. The reactants are: [CH2:1]([O:3][C:4](=[O:30])[CH2:5][C:6]1[N:7]([CH3:29])[C:8]2[C:13]([C:14]=1[S:15][C:16]([CH3:19])([CH3:18])[CH3:17])=[CH:12][C:11]([O:20][CH2:21][C:22]1[CH:27]=[N:26][C:25]([CH3:28])=[CH:24][N:23]=1)=[CH:10][CH:9]=2)[CH3:2].Cl[CH2:32][C:33]1[CH:38]=[CH:37][C:36]([C:39]2[N:44]=[CH:43][C:42]([F:45])=[CH:41][N:40]=2)=[CH:35][CH:34]=1. (4) Given the product [C:36]([NH:39][NH:40][C:28](=[O:30])[C:27]1[CH:31]=[C:32]([Br:35])[CH:33]=[N:34][C:26]=1[NH2:25])(=[O:38])[CH3:37], predict the reactants needed to synthesize it. The reactants are: CN(C(ON1N=NC2C=CC=NC1=2)=[N+](C)C)C.F[P-](F)(F)(F)(F)F.[NH2:25][C:26]1[N:34]=[CH:33][C:32]([Br:35])=[CH:31][C:27]=1[C:28]([OH:30])=O.[C:36]([NH:39][NH2:40])(=[O:38])[CH3:37].CCN(C(C)C)C(C)C. (5) Given the product [Cl:5][C:6]1[C:14]2[N:13]=[C:12]3[N:15]([C:19]4[C:24]([CH3:25])=[N:23][C:22]([CH2:1][CH3:2])=[N:21][C:20]=4[CH3:27])[CH2:16][CH2:17][CH2:18][N:11]3[C:10]=2[C:9]([CH:28]([O:33][CH:34]([F:35])[F:36])[C:29]([F:32])([F:31])[F:30])=[CH:8][CH:7]=1, predict the reactants needed to synthesize it. The reactants are: [CH2:1]([Mg]Cl)[CH3:2].[Cl:5][C:6]1[C:14]2[N:13]=[C:12]3[N:15]([C:19]4[C:20]([CH3:27])=[N:21][C:22](Cl)=[N:23][C:24]=4[CH3:25])[CH2:16][CH2:17][CH2:18][N:11]3[C:10]=2[C:9]([CH:28]([O:33][CH:34]([F:36])[F:35])[C:29]([F:32])([F:31])[F:30])=[CH:8][CH:7]=1.FC(F)(F)C(O)=O. (6) Given the product [C:25]([C:22]1[CH:23]=[CH:24][C:19]([NH:18][C:14]2[C:15]3[CH2:16][CH2:17][NH:8][CH2:9][C:10]=3[N:11]=[C:12]([CH3:29])[N:13]=2)=[CH:20][CH:21]=1)([CH3:28])([CH3:26])[CH3:27], predict the reactants needed to synthesize it. The reactants are: C([N:8]1[CH2:17][CH2:16][C:15]2[C:14]([NH:18][C:19]3[CH:24]=[CH:23][C:22]([C:25]([CH3:28])([CH3:27])[CH3:26])=[CH:21][CH:20]=3)=[N:13][C:12]([CH3:29])=[N:11][C:10]=2[CH2:9]1)C1C=CC=CC=1. (7) Given the product [C:32]([NH:31][C@@H:7]([CH2:8][C:9]1[CH:14]=[CH:13][C:12]([N:15]2[CH2:19][C:18](=[O:20])[NH:17][S:16]2(=[O:22])=[O:21])=[C:11]([O:23][CH2:24][C:25]2[CH:26]=[CH:27][CH:28]=[CH:29][CH:30]=2)[CH:10]=1)[C:6]([OH:35])=[O:5])(=[O:34])[CH3:33], predict the reactants needed to synthesize it. The reactants are: C([O:5][C:6](=[O:35])[C@@H:7]([NH:31][C:32](=[O:34])[CH3:33])[CH2:8][C:9]1[CH:14]=[CH:13][C:12]([N:15]2[CH2:19][C:18](=[O:20])[NH:17][S:16]2(=[O:22])=[O:21])=[C:11]([O:23][CH2:24][C:25]2[CH:30]=[CH:29][CH:28]=[CH:27][CH:26]=2)[CH:10]=1)(C)(C)C.